Dataset: Merck oncology drug combination screen with 23,052 pairs across 39 cell lines. Task: Regression. Given two drug SMILES strings and cell line genomic features, predict the synergy score measuring deviation from expected non-interaction effect. (1) Drug 1: COC12C(COC(N)=O)C3=C(C(=O)C(C)=C(N)C3=O)N1CC1NC12. Drug 2: C#Cc1cccc(Nc2ncnc3cc(OCCOC)c(OCCOC)cc23)c1. Cell line: RPMI7951. Synergy scores: synergy=-99.1. (2) Drug 1: CC1(c2nc3c(C(N)=O)cccc3[nH]2)CCCN1. Drug 2: COC1=C2CC(C)CC(OC)C(O)C(C)C=C(C)C(OC(N)=O)C(OC)C=CC=C(C)C(=O)NC(=CC1=O)C2=O. Cell line: NCIH1650. Synergy scores: synergy=-5.26. (3) Drug 1: CN(Cc1cnc2nc(N)nc(N)c2n1)c1ccc(C(=O)NC(CCC(=O)O)C(=O)O)cc1. Drug 2: CCN(CC)CCNC(=O)c1c(C)[nH]c(C=C2C(=O)Nc3ccc(F)cc32)c1C. Cell line: A427. Synergy scores: synergy=-11.2. (4) Drug 1: O=c1[nH]cc(F)c(=O)[nH]1. Drug 2: COC1=C2CC(C)CC(OC)C(O)C(C)C=C(C)C(OC(N)=O)C(OC)C=CC=C(C)C(=O)NC(=CC1=O)C2=O. Cell line: VCAP. Synergy scores: synergy=14.0.